From a dataset of Catalyst prediction with 721,799 reactions and 888 catalyst types from USPTO. Predict which catalyst facilitates the given reaction. (1) The catalyst class is: 5. Reactant: [F:1][C:2]1[CH:3]=[C:4]([NH:9][C:10](=[O:31])[CH2:11][N:12]2[C:16]3([CH2:21][CH2:20][CH2:19][CH2:18][CH2:17]3)[N:15]=[C:14]([C:22]3[CH:27]=[CH:26][C:25]([CH:28]=[O:29])=[CH:24][CH:23]=3)[C:13]2=[O:30])[CH:5]=[C:6]([F:8])[CH:7]=1.[BH4-].[Na+]. Product: [F:1][C:2]1[CH:3]=[C:4]([NH:9][C:10](=[O:31])[CH2:11][N:12]2[C:16]3([CH2:21][CH2:20][CH2:19][CH2:18][CH2:17]3)[N:15]=[C:14]([C:22]3[CH:23]=[CH:24][C:25]([CH2:28][OH:29])=[CH:26][CH:27]=3)[C:13]2=[O:30])[CH:5]=[C:6]([F:8])[CH:7]=1. (2) Reactant: [CH3:1][O:2][C:3]1[CH:8]=[C:7]([N+:9]([O-])=O)[C:6]([O:12][CH3:13])=[CH:5][C:4]=1[O:14][CH3:15].O.O.[Sn](Cl)(Cl)(Cl)Cl.C(=O)(O)[O-].[Na+]. Product: [CH3:13][O:12][C:6]1[CH:5]=[C:4]([O:14][CH3:15])[C:3]([O:2][CH3:1])=[CH:8][C:7]=1[NH2:9]. The catalyst class is: 13. (3) Reactant: [N:1]1([C:7]2[CH:12]=[CH:11][C:10]([N:13]3[CH:18]=[CH:17][CH:16]=[CH:15][C:14]3=[O:19])=[CH:9][CH:8]=2)[CH2:6][CH2:5][NH:4][CH2:3][CH2:2]1.Cl[CH2:21][CH2:22][CH2:23][C:24]([C:26]1[C:34]2[C:29](=[CH:30][CH:31]=[C:32]([C:35]#[N:36])[CH:33]=2)[NH:28][CH:27]=1)=[O:25].C(=O)([O-])[O-].[K+].[K+].[I-].[K+]. Product: [O:19]=[C:14]1[CH:15]=[CH:16][CH:17]=[CH:18][N:13]1[C:10]1[CH:9]=[CH:8][C:7]([N:1]2[CH2:6][CH2:5][N:4]([CH2:21][CH2:22][CH2:23][C:24]([C:26]3[C:34]4[C:29](=[CH:30][CH:31]=[C:32]([C:35]#[N:36])[CH:33]=4)[NH:28][CH:27]=3)=[O:25])[CH2:3][CH2:2]2)=[CH:12][CH:11]=1. The catalyst class is: 10. (4) Reactant: [OH:1][C@H:2]1[CH2:7][CH2:6][CH2:5][C@@H:4]([O:8][CH2:9][C:10]2[CH:19]=[CH:18][CH:17]=[C:16]([CH3:20])[C:11]=2[C:12]([O:14][CH3:15])=[O:13])[CH2:3]1.[H-].[Na+].[CH2:23](Br)[CH:24]=[CH2:25].C(OCC)(=O)C. Product: [CH2:25]([O:1][C@H:2]1[CH2:7][CH2:6][CH2:5][C@@H:4]([O:8][CH2:9][C:10]2[CH:19]=[CH:18][CH:17]=[C:16]([CH3:20])[C:11]=2[C:12]([O:14][CH3:15])=[O:13])[CH2:3]1)[CH:24]=[CH2:23]. The catalyst class is: 348.